Dataset: Experimentally validated miRNA-target interactions with 360,000+ pairs, plus equal number of negative samples. Task: Binary Classification. Given a miRNA mature sequence and a target amino acid sequence, predict their likelihood of interaction. (1) The miRNA is mmu-miR-574-5p with sequence UGAGUGUGUGUGUGUGAGUGUGU. The protein sequence of the target gene is MEQKEGKLSEDGTTVSPAADNPEMSGGGAPAEETKGTAGKAINEGPPTESGKQEKAPAEDGMSAELQGEANGLDEVKVESQREAGGKEDAEAELKKEDGEKEETTVGSQEMTGRKEETKSEPKEAEEKESTLASEKQKAEEKEAKPESGQKADANDRDKPEPKATVEEEDAKTASQEETGQRKECSTEPKEKATDEEAKAESQKAVVEDEAKAEPKEPDGKEEAKHGAKEEADAKEEAEDAEEAEPGSPSEEQEQDVEKEPEGGAGVIPSSPEEWPESPTGEGHNLSTDGLGPDCVASGQ.... Result: 0 (no interaction). (2) The protein sequence of the target gene is MNSIKNVPARVLSRRPGHSLEAEREQFDKTQAISISKAINTQEAPVKEKHARRIILGTHHEKGAFTFWSYAIGLPLPSSSILSWKFCHVLHKVLRDGHPNVLHDCQRYRSNIREIGDLWGHLHDRYGQLVNVYTKLLLTKISFHLKHPQFPAGLEVTDEVLEKAAGTDVNNIFQLTVEMFDYMDCELKLSESVFRQLNTAIAVSQMSSGQCRLAPLIQVIQDCSHLYHYTVKLLFKLHSCLPADTLQGHRDRFHEQFHSLRNFFRRASDMLYFKRLIQIPRLPEGPPNFLRASALAEHIK.... The miRNA is hsa-miR-130a-5p with sequence GCUCUUUUCACAUUGUGCUACU. Result: 0 (no interaction). (3) The miRNA is hsa-miR-3941 with sequence UUACACACAACUGAGGAUCAUA. The protein sequence of the target gene is MGNAAAAKKGSEQESVKEFLAKAKEDFLKKWETPSQNTAQLDQFDRIKTLGTGSFGRVMLVKHKESGNHYAMKILDKQKVVKLKQIEHTLNEKRILQAVNFPFLVKLEFSFKDNSNLYMVMEYVAGGEMFSHLRRIGRFSEPHARFYAAQIVLTFEYLHSLDLIYRDLKPENLLIDQQGYIQVTDFGFAKRVKGRTWTLCGTPEYLAPEIILSKGYNKAVDWWALGVLIYEMAAGYPPFFADQPIQIYEKIVSGKVRFPSHFSSDLKDLLRNLLQVDLTKRFGNLKNGVNDIKNHKWFAT.... Result: 0 (no interaction). (4) The miRNA is hsa-miR-4681 with sequence AACGGGAAUGCAGGCUGUAUCU. The protein sequence of the target gene is MEQRLAEFRAARKRAGLAAQPPAASQGAQTPGEKAEAAATLKAAPGWLKRFLVWKPRPASARAQPGLVQEAAQPQGSTSETPWNTAIPLPSCWDQSFLTNITFLKVLLWLVLLGLFVELEFGLAYFVLSLFYWMYVGTRGPEEKKEGEKSAYSVFNPGCEAIQGTLTAEQLERELQLRPLAGR. Result: 0 (no interaction). (5) The miRNA is gga-let-7b with sequence UGAGGUAGUAGGUUGUGUGGUU. The protein sequence of the target gene is MSGARTAPALFFLGCSALALGVSSASQEHREAEYYVAAVYEHPSVLSPNPLELVSRQEALELMKQNLDVYEQQVMAAAQKGVQIIVFPEDGIHGFNFTRTSIYPFLDFMPSPKLVRWNPCLEPFRFNDTEVLQRLSCMAIKGGMFLVANLGTKQPCLSSDPGCPQDGRYQFNTNVVFSDNGTLVDRYRKHNLYFEAAFDTPANVDLITFDTPFAGKFGVFTCFDILFFDPAVRLLRDFEVKHIVYPTAWMNQLPLLAAIEIQKAFATAFGVNVLAANIHHPTLGMTGSGIHTPLKSFWYH.... Result: 0 (no interaction). (6) The miRNA is hsa-miR-1229-5p with sequence GUGGGUAGGGUUUGGGGGAGAGCG. The protein sequence of the target gene is MKLLSLVAVVGCLLVPPAEANKSSEDIRCKCICPPYRNISGHIYNQNVSQKDCNCLHVVEPMPVPGHDVEAYCLLCECRYEERSTTTIKVIIVIYLSVVGALLLYMAFLMLVDPLIRKPDAYTEQLHNEEENEDARSMAAAAASLGGPRANTVLERVEGAQQRWKLQVQEQRKTVFDRHKMLS. Result: 0 (no interaction). (7) The miRNA is mmu-miR-26a-5p with sequence UUCAAGUAAUCCAGGAUAGGCU. The protein sequence of the target gene is MASRAGPRAAGTDGSDFQHRERVAMHYQMSVTLKYEIKKLIYVHLVIWLLLVAKMSVGHLRLLSHDQVAMPYQWEYPYLLSIVPSVLGLLSFPRNNISYLVLSMISMGLFSIAPLIYGSMEMFPAAQQLYRHGKAYRFLFGFSAVSVMYLVLVLAVQVHAWQLYYSKKLLDSWFTSTQEKKRK. Result: 1 (interaction).